The task is: Regression. Given a peptide amino acid sequence and an MHC pseudo amino acid sequence, predict their binding affinity value. This is MHC class I binding data.. This data is from Peptide-MHC class I binding affinity with 185,985 pairs from IEDB/IMGT. (1) The binding affinity (normalized) is 0.254. The peptide sequence is AVMYMGTLSY. The MHC is HLA-A31:01 with pseudo-sequence HLA-A31:01. (2) The peptide sequence is KVGHVGLYR. The MHC is HLA-A31:01 with pseudo-sequence HLA-A31:01. The binding affinity (normalized) is 0.723.